This data is from Full USPTO retrosynthesis dataset with 1.9M reactions from patents (1976-2016). The task is: Predict the reactants needed to synthesize the given product. (1) Given the product [NH2:1][C:4]1[CH:5]=[C:6]([N:13]2[CH2:18][CH2:17][N:16]([C:19]([O:21][C:22]([CH3:25])([CH3:24])[CH3:23])=[O:20])[CH2:15][CH2:14]2)[C:7]2[O:11][CH:10]=[CH:9][C:8]=2[CH:12]=1, predict the reactants needed to synthesize it. The reactants are: [N+:1]([C:4]1[CH:5]=[C:6]([N:13]2[CH2:18][CH2:17][N:16]([C:19]([O:21][C:22]([CH3:25])([CH3:24])[CH3:23])=[O:20])[CH2:15][CH2:14]2)[C:7]2[O:11][CH:10]=[CH:9][C:8]=2[CH:12]=1)([O-])=O.O.NN. (2) Given the product [N:1]12[CH2:8][CH2:7][CH:4]([CH2:5][CH2:6]1)[CH:3]([NH:9][C:16]([C:12]1[CH:11]=[C:10]([C:19]3[CH:24]=[CH:23][CH:22]=[CH:21][CH:20]=3)[CH:15]=[CH:14][CH:13]=1)=[O:17])[CH2:2]2, predict the reactants needed to synthesize it. The reactants are: [N:1]12[CH2:8][CH2:7][CH:4]([CH2:5][CH2:6]1)[CH:3]([NH2:9])[CH2:2]2.[C:10]1([C:19]2[CH:24]=[CH:23][CH:22]=[CH:21][CH:20]=2)[CH:15]=[CH:14][CH:13]=[C:12]([C:16](O)=[O:17])[CH:11]=1. (3) Given the product [CH3:16][O:15][C:10]1[CH:9]=[CH:8][C:7]2[C:12](=[CH:13][CH:14]=[C:5]([O:4][CH3:3])[CH:6]=2)[C:11]=1[C:30]([C:29]1[CH:28]=[CH:27][C:26]([O:25][CH2:24][CH2:23][N:17]2[CH2:22][CH2:21][CH2:20][CH2:19][CH2:18]2)=[CH:34][CH:33]=1)=[O:31], predict the reactants needed to synthesize it. The reactants are: N#N.[CH3:3][O:4][C:5]1[CH:14]=[CH:13][C:12]2[C:7](=[CH:8][CH:9]=[C:10]([O:15][CH3:16])[CH:11]=2)[CH:6]=1.[N:17]1([CH2:23][CH2:24][O:25][C:26]2[CH:34]=[CH:33][C:29]([C:30](Cl)=[O:31])=[CH:28][CH:27]=2)[CH2:22][CH2:21][CH2:20][CH2:19][CH2:18]1.[Cl-].[Al+3].[Cl-].[Cl-]. (4) Given the product [C:17]([NH:1][C:2]1[C:3]([CH3:9])=[N:4][N:5]([CH3:8])[C:6]=1[CH3:7])(=[O:19])[CH3:18], predict the reactants needed to synthesize it. The reactants are: [NH2:1][C:2]1[C:3]([CH3:9])=[N:4][N:5]([CH3:8])[C:6]=1[CH3:7].C(N(CC)CC)C.[C:17](Cl)(=[O:19])[CH3:18].